Dataset: Full USPTO retrosynthesis dataset with 1.9M reactions from patents (1976-2016). Task: Predict the reactants needed to synthesize the given product. (1) Given the product [CH:30]1([CH2:29][O:28][C:22]2[CH:23]=[CH:24][C:25]([CH3:27])=[CH:26][C:21]=2[C:20]2[C:15]3[NH:14][C:13]([CH3:33])=[C:12]([C:10]([NH:9][C@H:6]4[CH2:7][CH2:8][C@H:3]([NH:2][C:38](=[O:37])[CH2:39][OH:40])[CH2:4][CH2:5]4)=[O:11])[C:16]=3[N:17]=[CH:18][N:19]=2)[CH2:31][CH2:32]1, predict the reactants needed to synthesize it. The reactants are: Cl.[NH2:2][C@H:3]1[CH2:8][CH2:7][C@H:6]([NH:9][C:10]([C:12]2[C:16]3[N:17]=[CH:18][N:19]=[C:20]([C:21]4[CH:26]=[C:25]([CH3:27])[CH:24]=[CH:23][C:22]=4[O:28][CH2:29][CH:30]4[CH2:32][CH2:31]4)[C:15]=3[NH:14][C:13]=2[CH3:33])=[O:11])[CH2:5][CH2:4]1.C([O:37][CH2:38][C:39](Cl)=[O:40])(=O)C. (2) Given the product [OH:1][CH:2]([CH:13]1[CH2:14][CH2:15][NH:16][CH2:17][CH2:18]1)[C:3]1[CH:8]=[CH:7][CH:6]=[C:5]([O:9][CH3:10])[C:4]=1[O:11][CH3:12], predict the reactants needed to synthesize it. The reactants are: [OH:1][CH:2]([C:13]1[CH:18]=[CH:17][N:16]=[CH:15][CH:14]=1)[C:3]1[CH:8]=[CH:7][CH:6]=[C:5]([O:9][CH3:10])[C:4]=1[O:11][CH3:12].C1(C)C=CC=CC=1.O.[H][H]. (3) Given the product [Cl:27][C:28]1[CH:33]=[CH:32][C:31]([NH:34][S:35]([C:38]([F:41])([F:40])[F:39])(=[O:37])=[O:36])=[C:30]([C:42](=[N:12][O:11][CH2:10][CH:7]2[CH2:9][CH2:8]2)[CH2:43][CH3:44])[CH:29]=1, predict the reactants needed to synthesize it. The reactants are: CN(C)CCN.[CH:7]1([CH2:10][O:11][N:12]2C(=O)C3=CC=CC=C3C2=O)[CH2:9][CH2:8]1.C(O)(=O)C.[Cl:27][C:28]1[CH:33]=[CH:32][C:31]([NH:34][S:35]([C:38]([F:41])([F:40])[F:39])(=[O:37])=[O:36])=[C:30]([C:42](=O)[CH2:43][CH3:44])[CH:29]=1. (4) Given the product [F:1][C:2]1[CH:7]=[CH:6][CH:5]=[CH:4][C:3]=1[C:8]1[C:9]([C:14]2[CH:26]=[CH:25][C:17]3[N:18]=[C:19]([NH:21][CH:22]([CH3:23])[CH3:24])[S:20][C:16]=3[CH:15]=2)=[C:10]([OH:12])[NH:29][N:28]=1, predict the reactants needed to synthesize it. The reactants are: [F:1][C:2]1[CH:7]=[CH:6][CH:5]=[CH:4][C:3]=1[C:8](=O)[CH:9]([C:14]1[CH:26]=[CH:25][C:17]2[N:18]=[C:19]([NH:21][CH:22]([CH3:24])[CH3:23])[S:20][C:16]=2[CH:15]=1)[C:10]([O:12]C)=O.[NH2:28][NH2:29].[OH-].[NH4+].CO.C(Cl)Cl. (5) The reactants are: [NH2:1][CH2:2][CH2:3][CH2:4][CH2:5][OH:6].[Br:7][C:8]1[CH:9]=[C:10]([CH:14]=[CH:15][CH:16]=1)[C:11](Cl)=[O:12].CCN(C(C)C)C(C)C.O. Given the product [Br:7][C:8]1[CH:9]=[C:10]([CH:14]=[CH:15][CH:16]=1)[C:11]([NH:1][CH2:2][CH2:3][CH2:4][CH2:5][OH:6])=[O:12], predict the reactants needed to synthesize it. (6) Given the product [CH3:26][S:27]([C:30]1[CH:31]=[C:32]2[C:36](=[C:37]([N+:39]([O-:41])=[O:40])[CH:38]=1)[N:35]([CH2:6][C:7]1[CH:12]=[CH:11][C:10]([CH:13]3[CH2:14][CH2:15][N:16]([C:19]([O:21][C:22]([CH3:23])([CH3:24])[CH3:25])=[O:20])[CH2:17][CH2:18]3)=[CH:9][N:8]=1)[CH:34]=[CH:33]2)(=[O:28])=[O:29], predict the reactants needed to synthesize it. The reactants are: CS(O[CH2:6][C:7]1[CH:12]=[CH:11][C:10]([CH:13]2[CH2:18][CH2:17][N:16]([C:19]([O:21][C:22]([CH3:25])([CH3:24])[CH3:23])=[O:20])[CH2:15][CH2:14]2)=[CH:9][N:8]=1)(=O)=O.[CH3:26][S:27]([C:30]1[CH:31]=[C:32]2[C:36](=[C:37]([N+:39]([O-:41])=[O:40])[CH:38]=1)[NH:35][CH:34]=[CH:33]2)(=[O:29])=[O:28].[OH-].[K+].C1OCCOCCOCCOCCOCCOC1.